Predict the product of the given reaction. From a dataset of Forward reaction prediction with 1.9M reactions from USPTO patents (1976-2016). Given the reactants [C:1]([CH2:3][C:4](O)=[O:5])#[N:2].C(Cl)(=O)C(Cl)=O.[CH2:13]([O:15][C:16](=[O:32])[C:17]1[CH:22]=[CH:21][CH:20]=[CH:19][C:18]=1[NH:23][CH2:24][C:25]1[CH:30]=[CH:29][C:28]([F:31])=[CH:27][CH:26]=1)[CH3:14], predict the reaction product. The product is: [CH2:13]([O:15][C:16](=[O:32])[C:17]1[CH:22]=[CH:21][CH:20]=[CH:19][C:18]=1[N:23]([C:4](=[O:5])[CH2:3][C:1]#[N:2])[CH2:24][C:25]1[CH:30]=[CH:29][C:28]([F:31])=[CH:27][CH:26]=1)[CH3:14].